Dataset: Forward reaction prediction with 1.9M reactions from USPTO patents (1976-2016). Task: Predict the product of the given reaction. (1) Given the reactants Cl.CN.C1([CH2:10][NH2:11])CCCCC1.[O:12]=[C:13]1[C:21]2([CH2:25][O:24][C:23]3[CH:26]=[C:27]4[C:31](=[CH:32][C:22]2=3)[CH2:30][CH2:29][O:28]4)[C:20]2[C:15](=[CH:16][CH:17]=[CH:18][CH:19]=2)[N:14]1[CH2:33][C:34]1[CH:42]=[CH:41][C:37]([C:38](O)=[O:39])=[CH:36][CH:35]=1.O=C1C2(COC3C=C4C(=CC2=3)CCO4)C2C(=CC=CC=2)N1CC1C=C(C=CC=1)C(O)=O, predict the reaction product. The product is: [CH3:10][NH:11][C:38](=[O:39])[C:37]1[CH:36]=[CH:35][C:34]([CH2:33][N:14]2[C:15]3[C:20](=[CH:19][CH:18]=[CH:17][CH:16]=3)[C:21]3([CH2:25][O:24][C:23]4[CH:26]=[C:27]5[C:31](=[CH:32][C:22]3=4)[CH2:30][CH2:29][O:28]5)[C:13]2=[O:12])=[CH:42][CH:41]=1. (2) Given the reactants [CH3:1][O:2][C:3](=[O:27])[C@H:4]([NH:16][C:17]([O:19][CH2:20][C:21]1[CH:26]=[CH:25][CH:24]=[CH:23][CH:22]=1)=[O:18])[CH2:5][C:6]1[CH:15]=[CH:14][C:9]2[NH:10][C:11]([CH3:13])=[N:12][C:8]=2[CH:7]=1.C(=O)([O-])[O-].[Na+].[Na+].[CH3:34][Si:35]([CH3:43])([CH3:42])[CH2:36][CH2:37][S:38](Cl)(=[O:40])=[O:39], predict the reaction product. The product is: [CH3:1][O:2][C:3](=[O:27])[C@H:4]([NH:16][C:17]([O:19][CH2:20][C:21]1[CH:26]=[CH:25][CH:24]=[CH:23][CH:22]=1)=[O:18])[CH2:5][C:6]1[CH:15]=[CH:14][C:9]2[N:10]([S:38]([CH2:37][CH2:36][Si:35]([CH3:43])([CH3:42])[CH3:34])(=[O:40])=[O:39])[C:11]([CH3:13])=[N:12][C:8]=2[CH:7]=1.